This data is from Catalyst prediction with 721,799 reactions and 888 catalyst types from USPTO. The task is: Predict which catalyst facilitates the given reaction. Reactant: [CH3:1][C:2]1[C:7]([N+:8]([O-:10])=[O:9])=[CH:6][CH:5]=[CH:4][C:3]=1[N+:11]([O-:13])=[O:12].[Br:14]N1C(C)(C)C(=O)N(Br)C1=O. Product: [Br:14][C:5]1[CH:4]=[C:3]([N+:11]([O-:13])=[O:12])[C:2]([CH3:1])=[C:7]([N+:8]([O-:10])=[O:9])[CH:6]=1. The catalyst class is: 65.